Dataset: Full USPTO retrosynthesis dataset with 1.9M reactions from patents (1976-2016). Task: Predict the reactants needed to synthesize the given product. (1) The reactants are: [CH3:1][C@@H:2]1[CH2:7][C:6](=[N:8][OH:9])[C@@H:5]([CH3:10])[CH2:4][NH:3]1.[Cl:11][C:12]1[CH:19]=[CH:18][C:15]([CH2:16]Cl)=[CH:14][CH:13]=1. Given the product [Cl:11][C:12]1[CH:19]=[CH:18][C:15]([CH2:16][N:3]2[CH2:4][C@H:5]([CH3:10])[C:6](=[N:8][OH:9])[CH2:7][C@H:2]2[CH3:1])=[CH:14][CH:13]=1, predict the reactants needed to synthesize it. (2) Given the product [CH3:1][N:2]1[C:6]([C:7]([F:10])([F:9])[F:8])=[CH:5][C:4]([O:11][C:12]2[CH:13]=[CH:14][CH:16]=[C:17]([O:19][C:20]3[CH:25]=[CH:24][CH:23]=[C:22]([C:26]([F:29])([F:28])[F:27])[CH:21]=3)[C:18]=2[Cl:39])=[N:3]1, predict the reactants needed to synthesize it. The reactants are: [CH3:1][N:2]1[C:6]([C:7]([F:10])([F:9])[F:8])=[CH:5][C:4]([O:11][C:12]2[CH:13]=[C:14]([CH:16]=[C:17]([O:19][C:20]3[CH:25]=[CH:24][CH:23]=[C:22]([C:26]([F:29])([F:28])[F:27])[CH:21]=3)[CH:18]=2)N)=[N:3]1.N(OCCCC)=O.O.C(Cl)[Cl:39].